Dataset: Forward reaction prediction with 1.9M reactions from USPTO patents (1976-2016). Task: Predict the product of the given reaction. (1) Given the reactants [CH3:1][O:2][C:3]([C@H:5]1[C@@H:9]([C:10]2[CH:15]=[CH:14][C:13]([Cl:16])=[CH:12][CH:11]=2)[CH2:8][N:7]([CH2:17][C:18]2[CH:23]=[CH:22][CH:21]=[CH:20][CH:19]=2)[CH2:6]1)=[O:4].C[O-].[Na+], predict the reaction product. The product is: [CH3:1][O:2][C:3]([C@@H:5]1[C@@H:9]([C:10]2[CH:15]=[CH:14][C:13]([Cl:16])=[CH:12][CH:11]=2)[CH2:8][N:7]([CH2:17][C:18]2[CH:19]=[CH:20][CH:21]=[CH:22][CH:23]=2)[CH2:6]1)=[O:4]. (2) Given the reactants [CH2:1]([O:8][C:9](=[O:33])[CH:10]([NH:25][C:26]([O:28][C:29]([CH3:32])([CH3:31])[CH3:30])=[O:27])[C:11]1[CH:16]=[CH:15][C:14](OS(C(F)(F)F)(=O)=O)=[CH:13][CH:12]=1)[C:2]1[CH:7]=[CH:6][CH:5]=[CH:4][CH:3]=1.[CH2:34]([O:36][P:37]([O-:41])[O:38][CH2:39][CH3:40])[CH3:35].CN1CCOCC1, predict the reaction product. The product is: [CH2:1]([O:8][C:9](=[O:33])[CH:10]([NH:25][C:26]([O:28][C:29]([CH3:32])([CH3:30])[CH3:31])=[O:27])[C:11]1[CH:12]=[CH:13][C:14]([P:37]([O:38][CH2:39][CH3:40])([O:36][CH2:34][CH3:35])=[O:41])=[CH:15][CH:16]=1)[C:2]1[CH:3]=[CH:4][CH:5]=[CH:6][CH:7]=1. (3) Given the reactants [NH2:1][C:2]1[N:6]([C:7]2[CH:8]=[C:9]([CH:12]=[CH:13][CH:14]=2)[C:10]#[N:11])[N:5]=[C:4]([CH2:15][CH3:16])[CH:3]=1.[C:17](Cl)([O:19][CH2:20][C:21]([Cl:24])([Cl:23])[Cl:22])=[O:18].[OH-].[Na+].C([O-])(O)=O.[Na+], predict the reaction product. The product is: [C:10]([C:9]1[CH:8]=[C:7]([N:6]2[C:2]([NH:1][C:17](=[O:18])[O:19][CH2:20][C:21]([Cl:24])([Cl:23])[Cl:22])=[CH:3][C:4]([CH2:15][CH3:16])=[N:5]2)[CH:14]=[CH:13][CH:12]=1)#[N:11]. (4) Given the reactants [F:1][C:2]1[CH:7]=[CH:6][C:5]([NH:8][C:9]2[C:10]3[C:17]([CH3:18])=[C:16]([C:19](O)=[O:20])[S:15][C:11]=3[N:12]=[CH:13][N:14]=2)=[C:4]([O:22][C@H:23]2[CH2:28][CH2:27][CH2:26][N:25]([S:29]([CH3:32])(=[O:31])=[O:30])[CH2:24]2)[CH:3]=1.CC[N:35](C(C)C)C(C)C.CN(C(ON1N=NC2C=CC=NC1=2)=[N+](C)C)C.F[P-](F)(F)(F)(F)F.N, predict the reaction product. The product is: [F:1][C:2]1[CH:7]=[CH:6][C:5]([NH:8][C:9]2[C:10]3[C:17]([CH3:18])=[C:16]([C:19]([NH2:35])=[O:20])[S:15][C:11]=3[N:12]=[CH:13][N:14]=2)=[C:4]([O:22][C@H:23]2[CH2:28][CH2:27][CH2:26][N:25]([S:29]([CH3:32])(=[O:30])=[O:31])[CH2:24]2)[CH:3]=1. (5) Given the reactants [CH3:1][N:2]1[CH2:7][CH2:6][N:5]([CH2:8][C:9]2[CH:19]=[CH:18][C:12]([C:13]([O:15]CC)=[O:14])=[CH:11][C:10]=2[C:20]([F:23])([F:22])[F:21])[CH2:4][CH2:3]1.[OH-].[Na+], predict the reaction product. The product is: [CH3:1][N:2]1[CH2:7][CH2:6][N:5]([CH2:8][C:9]2[CH:19]=[CH:18][C:12]([C:13]([OH:15])=[O:14])=[CH:11][C:10]=2[C:20]([F:23])([F:21])[F:22])[CH2:4][CH2:3]1. (6) The product is: [CH:1]1([CH2:4][N:5]2[CH2:11][CH2:10][C:9]3[S:12][C:13]([NH:15][C:16]4[N:17]=[CH:18][C:19]([F:22])=[CH:20][N:21]=4)=[N:14][C:8]=3[C:7]3=[CH:23][NH:24][N:25]=[C:6]23)[CH2:2][CH2:3]1. Given the reactants [CH:1]1([CH2:4][N:5]2[CH2:11][CH2:10][C:9]3[S:12][C:13]([NH:15][C:16]4[N:21]=[CH:20][C:19]([F:22])=[CH:18][N:17]=4)=[N:14][C:8]=3[C:7]3=[CH:23][N:24](CC4C=CC(OC)=CC=4)[N:25]=[C:6]23)[CH2:3][CH2:2]1.C(O)(C(F)(F)F)=O, predict the reaction product. (7) Given the reactants F[C:2]1[CH:7]=[C:6]([F:8])[CH:5]=[CH:4][C:3]=1[N+:9]([O-:11])=[O:10].[O-:12][S:13]([O-:15])=[O:14].[Na+].[Na+].O, predict the reaction product. The product is: [F:8][C:6]1[CH:5]=[CH:4][C:3]([N+:9]([O-:11])=[O:10])=[C:2]([S:13]([OH:15])(=[O:14])=[O:12])[CH:7]=1.